Dataset: Reaction yield outcomes from USPTO patents with 853,638 reactions. Task: Predict the reaction yield, written as a fraction of the theoretical maximum amount of product (1.0 means a 100% yield; for example, 0.34 means a 34% yield). (1) The product is [CH3:9][O:8][C:5]1[C:4]([N+:10]([O-:12])=[O:11])=[CH:3][C:2]([B:16]2[O:17][C:18]([CH3:20])([CH3:19])[C:14]([CH3:30])([CH3:13])[O:15]2)=[CH:7][N:6]=1. The reactants are Br[C:2]1[CH:3]=[C:4]([N+:10]([O-:12])=[O:11])[C:5]([O:8][CH3:9])=[N:6][CH:7]=1.[CH3:13][C:14]1([CH3:30])[C:18]([CH3:20])([CH3:19])[O:17][B:16]([B:16]2[O:17][C:18]([CH3:20])([CH3:19])[C:14]([CH3:30])([CH3:13])[O:15]2)[O:15]1.C([O-])(=O)C.[K+]. The yield is 0.150. The catalyst is C1C=CC(P(C2C=CC=CC=2)[C-]2C=CC=C2)=CC=1.C1C=CC(P(C2C=CC=CC=2)[C-]2C=CC=C2)=CC=1.Cl[Pd]Cl.[Fe+2]. (2) The reactants are Cl[C:2]([O:4][CH2:5][C:6]1[CH:11]=[CH:10][CH:9]=[CH:8][CH:7]=1)=[O:3].[NH2:12][C:13]1[CH:14]=[C:15]([CH:20]2[CH2:25][CH2:24][N:23]([C:26]([O:28][C:29]([CH3:32])([CH3:31])[CH3:30])=[O:27])[CH2:22][CH2:21]2)[C:16]([CH3:19])=[CH:17][CH:18]=1.C([O-])([O-])=O.[K+].[K+].C(Cl)Cl. The catalyst is O1CCCC1. The product is [CH3:19][C:16]1[CH:17]=[CH:18][C:13]([NH:12][C:2]([O:4][CH2:5][C:6]2[CH:11]=[CH:10][CH:9]=[CH:8][CH:7]=2)=[O:3])=[CH:14][C:15]=1[CH:20]1[CH2:21][CH2:22][N:23]([C:26]([O:28][C:29]([CH3:32])([CH3:31])[CH3:30])=[O:27])[CH2:24][CH2:25]1. The yield is 0.770.